Task: Regression. Given two drug SMILES strings and cell line genomic features, predict the synergy score measuring deviation from expected non-interaction effect.. Dataset: NCI-60 drug combinations with 297,098 pairs across 59 cell lines (1) Drug 1: COC1=NC(=NC2=C1N=CN2C3C(C(C(O3)CO)O)O)N. Drug 2: CC12CCC3C(C1CCC2O)C(CC4=C3C=CC(=C4)O)CCCCCCCCCS(=O)CCCC(C(F)(F)F)(F)F. Cell line: SK-MEL-5. Synergy scores: CSS=38.4, Synergy_ZIP=-12.2, Synergy_Bliss=-2.02, Synergy_Loewe=-1.04, Synergy_HSA=0.345. (2) Drug 1: C1=CC(=C2C(=C1NCCNCCO)C(=O)C3=C(C=CC(=C3C2=O)O)O)NCCNCCO. Drug 2: C1CN(P(=O)(OC1)NCCCl)CCCl. Cell line: MCF7. Synergy scores: CSS=27.4, Synergy_ZIP=-0.388, Synergy_Bliss=-3.66, Synergy_Loewe=-33.0, Synergy_HSA=-3.79. (3) Drug 1: CC1=CC=C(C=C1)C2=CC(=NN2C3=CC=C(C=C3)S(=O)(=O)N)C(F)(F)F. Drug 2: CCC1(CC2CC(C3=C(CCN(C2)C1)C4=CC=CC=C4N3)(C5=C(C=C6C(=C5)C78CCN9C7C(C=CC9)(C(C(C8N6C=O)(C(=O)OC)O)OC(=O)C)CC)OC)C(=O)OC)O.OS(=O)(=O)O. Cell line: UACC-257. Synergy scores: CSS=13.7, Synergy_ZIP=-7.63, Synergy_Bliss=-2.22, Synergy_Loewe=-34.1, Synergy_HSA=-4.04. (4) Drug 1: C1CCC(CC1)NC(=O)N(CCCl)N=O. Drug 2: C1C(C(OC1N2C=NC(=NC2=O)N)CO)O. Cell line: OVCAR-4. Synergy scores: CSS=15.4, Synergy_ZIP=-3.19, Synergy_Bliss=0.627, Synergy_Loewe=0.0547, Synergy_HSA=3.21. (5) Drug 1: C1=CC(=CC=C1CC(C(=O)O)N)N(CCCl)CCCl.Cl. Drug 2: C1=NC2=C(N=C(N=C2N1C3C(C(C(O3)CO)O)O)F)N. Cell line: PC-3. Synergy scores: CSS=4.08, Synergy_ZIP=-5.73, Synergy_Bliss=-5.31, Synergy_Loewe=-5.93, Synergy_HSA=-5.12. (6) Drug 1: CC(C1=C(C=CC(=C1Cl)F)Cl)OC2=C(N=CC(=C2)C3=CN(N=C3)C4CCNCC4)N. Drug 2: CN(CC1=CN=C2C(=N1)C(=NC(=N2)N)N)C3=CC=C(C=C3)C(=O)NC(CCC(=O)O)C(=O)O. Cell line: RPMI-8226. Synergy scores: CSS=6.29, Synergy_ZIP=4.13, Synergy_Bliss=8.98, Synergy_Loewe=-25.7, Synergy_HSA=0.410. (7) Cell line: SF-295. Synergy scores: CSS=4.39, Synergy_ZIP=-0.212, Synergy_Bliss=-0.473, Synergy_Loewe=-4.01, Synergy_HSA=-1.98. Drug 2: CC1CCC2CC(C(=CC=CC=CC(CC(C(=O)C(C(C(=CC(C(=O)CC(OC(=O)C3CCCCN3C(=O)C(=O)C1(O2)O)C(C)CC4CCC(C(C4)OC)OCCO)C)C)O)OC)C)C)C)OC. Drug 1: C1=NC2=C(N=C(N=C2N1C3C(C(C(O3)CO)O)F)Cl)N. (8) Drug 1: CC1=C(C=C(C=C1)NC(=O)C2=CC=C(C=C2)CN3CCN(CC3)C)NC4=NC=CC(=N4)C5=CN=CC=C5. Drug 2: C#CCC(CC1=CN=C2C(=N1)C(=NC(=N2)N)N)C3=CC=C(C=C3)C(=O)NC(CCC(=O)O)C(=O)O. Cell line: MOLT-4. Synergy scores: CSS=72.0, Synergy_ZIP=1.80, Synergy_Bliss=-0.0162, Synergy_Loewe=-35.0, Synergy_HSA=-1.76. (9) Synergy scores: CSS=30.0, Synergy_ZIP=-2.52, Synergy_Bliss=5.52, Synergy_Loewe=4.35, Synergy_HSA=4.15. Drug 2: C1CC(C1)(C(=O)O)C(=O)O.[NH2-].[NH2-].[Pt+2]. Cell line: HOP-62. Drug 1: C1CCC(C1)C(CC#N)N2C=C(C=N2)C3=C4C=CNC4=NC=N3.